Predict the reaction yield, written as a fraction of the theoretical maximum amount of product (1.0 means a 100% yield; for example, 0.34 means a 34% yield). From a dataset of Reaction yield outcomes from USPTO patents with 853,638 reactions. (1) No catalyst specified. The product is [Cl:26][C:16]1[C:17]2[S:22][CH2:21][CH2:20][C:18]=2[N:19]=[C:14]([N:11]2[CH2:12][CH2:13][N:8]([C:5]3[CH:6]=[CH:7][C:2]([Cl:1])=[CH:3][CH:4]=3)[CH2:9][CH2:10]2)[N:15]=1. The yield is 0.850. The reactants are [Cl:1][C:2]1[CH:7]=[CH:6][C:5]([N:8]2[CH2:13][CH2:12][N:11]([C:14]3[N:15]=[C:16](O)[C:17]4[S:22][CH2:21][CH2:20][C:18]=4[N:19]=3)[CH2:10][CH2:9]2)=[CH:4][CH:3]=1.P(Cl)(Cl)([Cl:26])=O. (2) The reactants are [F:1][C:2]1[CH:3]=[C:4]2[C:8](=[CH:9][CH:10]=1)[NH:7][C:6](=[O:11])[CH2:5]2.[Br:12]N1C(=O)CCC1=O. The catalyst is C(#N)C. The product is [Br:12][C:9]1[CH:10]=[C:2]([F:1])[CH:3]=[C:4]2[C:8]=1[NH:7][C:6](=[O:11])[CH2:5]2. The yield is 0.696. (3) The reactants are [F:1][C:2]1[CH:7]=[CH:6][C:5]([C:8]2(O)[C:16]3[C:11](=[CH:12][CH:13]=[CH:14][CH:15]=3)[C:10](=[O:17])[N:9]2[CH2:18][CH2:19][CH3:20])=[CH:4][CH:3]=1.S(Cl)([Cl:24])=O. The catalyst is CN(C=O)C. The product is [Cl:24][C:8]1([C:5]2[CH:6]=[CH:7][C:2]([F:1])=[CH:3][CH:4]=2)[C:16]2[C:11](=[CH:12][CH:13]=[CH:14][CH:15]=2)[C:10](=[O:17])[N:9]1[CH2:18][CH2:19][CH3:20]. The yield is 1.00. (4) The reactants are ClC1C(Cl)=CC=CC=1N1CCN([CH2:15][CH2:16][CH2:17][CH2:18][O:19][C:20]2[CH:29]=[CH:28][C:27]3[C:22](=[C:23]([OH:30])[CH:24]=[CH:25][CH:26]=3)[N:21]=2)CC1.[CH3:31][C:32]1[C:37]([CH3:38])=[CH:36][CH:35]=[CH:34][C:33]=1[N:39]1[CH2:44][CH2:43][NH:42][CH2:41][CH2:40]1. No catalyst specified. The product is [CH3:31][C:32]1[C:37]([CH3:38])=[CH:36][CH:35]=[CH:34][C:33]=1[N:39]1[CH2:40][CH2:41][N:42]([CH2:15][CH2:16][CH2:17][CH2:18][O:19][C:20]2[CH:29]=[CH:28][C:27]3[C:22](=[C:23]([OH:30])[CH:24]=[CH:25][CH:26]=3)[N:21]=2)[CH2:43][CH2:44]1. The yield is 0.180.